Binary Classification. Given a miRNA mature sequence and a target amino acid sequence, predict their likelihood of interaction. From a dataset of Experimentally validated miRNA-target interactions with 360,000+ pairs, plus equal number of negative samples. (1) The miRNA is hsa-miR-6773-3p with sequence ACUGUCACUUCUCUGCCCAUAG. The protein sequence of the target gene is MNHLSPPPSPHSQQPSPAGLGCHGAALDKQWMQRASAFNTVIASAAAQKLNGRDLPFLYNPLLYSSALLWPQFLLSSATALGTPLTPMTPKSPASVVLGQRDRDFALTPEKEHELQMNNNNENSKQDYQEQDEDMPLNLSTKERITSDDSNRDQYHSSSNNSSRSSSSSEVEQLHPMTSLNVTPPPLSAVNLKSSSTPQQQRQRSQGNIIWSPASMCERSARREQYGLKMEEQGDEEEHQVDPIVRKFKYERRTASISSLQSPISSLSAPASNAVQDLEFEVAQQQLYAHRSAFMAGLTG.... Result: 0 (no interaction). (2) Result: 0 (no interaction). The protein sequence of the target gene is MSVKKKDLITLQDPEAKYPLPLIEKEQISHNTRRFRFGLPSPDHVLGLPVGNYVHLLAQINNELVIRAYTPVSSDDDQGFVDLIIKIYFKNVHPKYPEGGKMTQYLENMKIGDTILFRGPTGRLFYNEPGTLLIKANKTSEPEKKLVHHLGMIAGGTGITPMLQLIRHITKDTSDETRMSLLFANQTEEDILLRKELEEVATTHHKQFNLWYTLDRPPSDWKYSSGFVSADMIKEHLPPPGEDTLILVCGPPPLIQAAAHPSLEQLSYTKDMIFIY. The miRNA is hsa-miR-4758-5p with sequence GUGAGUGGGAGCCGGUGGGGCUG. (3) The miRNA is mmu-miR-1298-5p with sequence UUCAUUCGGCUGUCCAGAUGUA. The protein sequence of the target gene is MALDGIRMPDGCYADGTWELSVHVTDLNRDVTLRVTGEVHIGGVMLKLVEKLDVKKDWSDHALWWEKKRTWLLKTHWTLDKCGIQADAKLQFTPQHKLLRLQLPNMKYVKVKVNFSDRVFKAVSDICKTFNIRHPEELSLLKKPRDPTKKKKKKLDDQSEDEALELEGPLIMPGSGSIYSSPGLYSKTMTPTYDAHDGSPLSPTSAWFGDSALSEGNPGILAVSQPVTSPEILAKMFKPQALLDKAKTNQGWLDSSRSLMEQDVKENEALLLRFKYYSFFDLNPKYDAIRINQLYEQAKW.... Result: 1 (interaction). (4) The miRNA is hsa-miR-2278 with sequence GAGAGCAGUGUGUGUUGCCUGG. The protein sequence of the target gene is MKGFKLSCTASNSNRSTPACSPILRKRSRSPTPQNQDGDTMVEKGSDHSSDKSPSTPEQGVQRSCSSQSGRSGGKNSKKSQSWYNVLSPTYKQRNEDFRKLFKQLPDTERLIVDYSCALQRDILLQGRLYLSENWICFYSNIFRWETLLTVRLKDICSMTKEKTARLIPNAIQVCTDSEKHFFTSFGARDRTYMMMFRLWQNALLEKPLCPKELWHFVHQCYGNELGLTSDDEDYVPPDDDFNTMGYCEEIPVEENEVNDSSSKSSIETKPDASPQLPKKSITNSTLTSTGSSEAPVSFD.... Result: 1 (interaction). (5) The miRNA is hsa-miR-4536-3p with sequence UCGUGCAUAUAUCUACCACAU. The protein sequence of the target gene is MSGPSDETAGDLPVKDTGLNLFGVGGLQETSTARTVKTRQAVSRVSREELEDRFLRLHDENILLKQHARKQEDKIKRMATKLIRLVNDKKRYERVGGGPKRLGRDVEMEEMIEQLQEKVHELERQNEVLKNRLISAKQQLQVQGHRQTSYSRVQARVNTGRRRASASAGSQECPGKGLRFQNVDEAETVQPTLTKYSNSLLEEARGEIRNLENVIQSQRGQIEELEHLAEILKTQLKRKENEIELSLLQLREQQATDQRSNIRDNVETIKLHKQLVEKSNALSVIEGKFIQLQEKQRTLR.... Result: 0 (no interaction). (6) The miRNA is hsa-miR-3181 with sequence AUCGGGCCCUCGGCGCCGG. The protein sequence of the target gene is MICQKFCVVLLHWEFIYVITAFNLSYPITPWRFKLSCMPPNSTYDYFLLPAGLSKNTSNSNGHYETAVEPKFNSSGTHFSNLSKTTFHCCFRSEQDRNCSLCADNIEGKTFVSTVNSLVFQQIDANWNIQCWLKGDLKLFICYVESLFKNLFRNYNYKVHLLYVLPEVLEDSPLVPQKGSFQMVHCNCSVHECCECLVPVPTAKLNDTLLMCLKITSGGVIFQSPLMSVQPINMVKPDPPLGLHMEITDDGNLKISWSSPPLVPFPLQYQVKYSENSTTVIREADKIVSATSLLVDSILP.... Result: 0 (no interaction). (7) The miRNA is hsa-miR-4482-5p with sequence AACCCAGUGGGCUAUGGAAAUG. The protein sequence of the target gene is MSGIKRTIKETDPDYEDVSVALPNKRHKAIENSARDAAVQKIETIIKEQFALEMKNKEHEIEVIDQRLIEARRMMDKLRACIVANYYASAGLLKVSEGSKTCDTMVFNHPAIKKFLESPSRSSSPANQRAETPSANHSESDSLSQHNDFLSDKDNNSNMDIEERLSNNMEQRPSRNTGRDTSRITGSHKTEQRNADLTDETSRLFVKKTIVVGNVSKYIPPDKREENDQSTHKWMVYVRGSRREPSINHFVKKVWFFLHPSYKPNDLVEVREPPFHLTRRGWGEFPVRVQVHFKDSQNKR.... Result: 0 (no interaction). (8) The miRNA is hsa-miR-527 with sequence CUGCAAAGGGAAGCCCUUUC. The protein sequence of the target gene is MKKHSARVAPLSACNSPVLTLTKVEGEERPRDSPGPAEAQAPAGVEAGGRASRRCWTCSRAQLKKIFWGVAVVLCVCSSWAGSTQLAKLTFRKFDAPFTLTWFATNWNFLFFPLYYVGHVCKSTEKQSVKQRYRECCRFFGDNGLTLKVFFTKAAPFGVLWTLTNYLYLHAIKKINTTDVSVLFCCNKAFVFLLSWIVLRDRFMGVRIVAAILAIAGIVMMTYADGFHSHSVIGIALVVASASMSALYKVLFKLLLGSAKFGEAALFLSILGVFNILFITCIPIILYFTKVEYWSSFDDI.... Result: 0 (no interaction). (9) The miRNA is hsa-miR-541-5p with sequence AAAGGAUUCUGCUGUCGGUCCCACU. The protein sequence of the target gene is MVDMDKLINNLEVQLNSEGGSMQVFKQVTASVRNRDPPEIEYRSNMTSPTLLDANPMENPALFNDIKIEPPEELLASDFSLPQVEPVDLSFHKPKAPLQPASMLQAPIRPPKPQSSPQTLVVSTSTSDMSTSANIPTVLTPGSVLTSSQSTGSQQILHVIHTIPSVSLPNKMGGLKTIPVVVQSLPMVYTTLPADGGPAAITVPLIGGDGKNAGSVKVDPTSMSPLEIPSDSEESTIESGSSALQSLQGLQQEPAAMAQMQGEESLDLKRRRIHQCDFAGCSKVYTKSSHLKAHRRIHTG.... Result: 0 (no interaction). (10) The miRNA is hsa-miR-6743-5p with sequence AAGGGGCAGGGACGGGUGGCCC. The protein sequence of the target gene is MNRVNDPLIFIRDIKPGLKNLNVVFIVLEIGRVTKTKDGHEVRSCKVADKTGSITISVWDEIGGLIQPGDIIRLTRGYASMWKGCLTLYTGRGGELQKIGEFCMVYSEVPNFSEPNPDYRGQQNKGAQSEQKNNSMNSNMGTGTFGPVGNGVHTGPESREHQFSHAGRSNGRGLINPQLQGTASNQTVMTTISNGRDPRRAFKR. Result: 0 (no interaction).